Task: Predict the reaction yield, written as a fraction of the theoretical maximum amount of product (1.0 means a 100% yield; for example, 0.34 means a 34% yield).. Dataset: Reaction yield outcomes from USPTO patents with 853,638 reactions The reactants are C([C:3](CC)([C:7]([O-:9])=[O:8])C([O-])=O)C.[H-].[Na+].[H][H].[C:16]12[C:22](=[CH:23][CH:24]=[CH:25][CH:26]=1)[NH:21][C:20](=[O:27])[O:19][C:17]2=O.Cl.[CH3:29][C:30](N(C)C)=O. No catalyst specified. The product is [CH2:29]([O:9][C:7]([C:3]1[C:20](=[O:27])[NH:21][C:22]2[C:16]([C:17]=1[OH:19])=[CH:26][CH:25]=[CH:24][CH:23]=2)=[O:8])[CH3:30]. The yield is 0.470.